From a dataset of hERG potassium channel inhibition data for cardiac toxicity prediction from Karim et al.. Regression/Classification. Given a drug SMILES string, predict its toxicity properties. Task type varies by dataset: regression for continuous values (e.g., LD50, hERG inhibition percentage) or binary classification for toxic/non-toxic outcomes (e.g., AMES mutagenicity, cardiotoxicity, hepatotoxicity). Dataset: herg_karim. (1) The result is 0 (non-blocker). The drug is CCC(=O)N1CCC(CN2CC[C@H](NC(=O)c3cc(Cl)c(N)cc3OC)[C@H](OC)C2)CC1. (2) The molecule is COCCc1cc(Cl)c(Cl)c(CN(C(=O)C2CNCCC2c2ccn(C)c(=O)c2)C2CC2)c1. The result is 0 (non-blocker). (3) The molecule is Cc1c(CCN2CCC3(CC2)CCN(c2ccc(=O)n(C)n2)C3=O)ccc2c1COC2=O. The result is 1 (blocker). (4) The compound is Cc1ncoc1-c1nnc(SCCCN2CCc3cc4nc(C(C)C)oc4cc3CC2)n1C. The result is 1 (blocker). (5) The compound is Cc1ccncc1COc1ccc(Nc2ncnc3cccc(O[C@H](C)C(=O)N(C)C)c23)cc1C. The result is 1 (blocker). (6) The compound is Nc1cccnc1C1CCC(N2CC(NC(=O)CNc3ncnc4ccc(C(F)(F)F)cc34)C2)CC1. The result is 1 (blocker). (7) The drug is CC1=NC(C)(c2cccc(-c3cccnc3)c2)N=C1N. The result is 0 (non-blocker). (8) The molecule is O=C(N[C@@H]1CC[C@@H](c2cccc(F)c2F)Cn2c(CC(F)(F)F)cnc21)N1CCC2(CC1)C(=O)Nc1ncccc12. The result is 1 (blocker).